From a dataset of Forward reaction prediction with 1.9M reactions from USPTO patents (1976-2016). Predict the product of the given reaction. (1) The product is: [CH2:2]([O:4][C:5](=[O:13])[CH:6]([CH:14]=[O:16])[CH2:7][C:8]([O:10][CH2:11][CH3:12])=[O:9])[CH3:3]. Given the reactants [Na].[CH2:2]([O:4][C:5](=[O:13])[CH2:6][CH2:7][C:8]([O:10][CH2:11][CH3:12])=[O:9])[CH3:3].[CH2:14]([O:16]C=O)C.O, predict the reaction product. (2) Given the reactants [CH:1]1([C:7]2[CH:8]=[C:9]([CH:12]=[C:13]([CH2:32][C:33]([N:35]3[CH2:40][CH2:39][O:38][CH2:37][CH2:36]3)=[O:34])[C:14]=2[C:15]2[CH:16]=[C:17]3[C:22](=[CH:23][CH:24]=2)[N:21]=[C:20]([C:25]2[S:29][C:28]([CH3:30])=[N:27][C:26]=2[CH3:31])[CH:19]=[CH:18]3)[C:10]#[N:11])[CH2:6][CH2:5][CH2:4][CH2:3][CH2:2]1.[N:41]([Sn](C)(C)C)=[N+:42]=[N-:43], predict the reaction product. The product is: [CH:1]1([C:7]2[C:14]([C:15]3[CH:16]=[C:17]4[C:22](=[CH:23][CH:24]=3)[N:21]=[C:20]([C:25]3[S:29][C:28]([CH3:30])=[N:27][C:26]=3[CH3:31])[CH:19]=[CH:18]4)=[C:13]([CH2:32][C:33]([N:35]3[CH2:36][CH2:37][O:38][CH2:39][CH2:40]3)=[O:34])[CH:12]=[C:9]([C:10]3[NH:43][N:42]=[N:41][N:11]=3)[CH:8]=2)[CH2:6][CH2:5][CH2:4][CH2:3][CH2:2]1.